Dataset: Reaction yield outcomes from USPTO patents with 853,638 reactions. Task: Predict the reaction yield, written as a fraction of the theoretical maximum amount of product (1.0 means a 100% yield; for example, 0.34 means a 34% yield). (1) The reactants are [C:1]([O:5][C:6](=[O:25])[C:7]1[CH:12]=[C:11]([N:13]([S:20]([CH3:23])(=[O:22])=[O:21])[C:14]2[CH:19]=[CH:18][CH:17]=[CH:16][CH:15]=2)[CH:10]=[C:9](Br)[CH:8]=1)([CH3:4])([CH3:3])[CH3:2].C([O-])([O-])=O.[K+].[K+].C1(P(C2C=CC=CC=2)C2C=CC=CC=2)C=CC=CC=1.[CH3:51][C:52]([OH:56])([C:54]#[CH:55])[CH3:53]. The catalyst is COCCOC.O.[Pd].[Cu]I. The product is [C:1]([O:5][C:6](=[O:25])[C:7]1[CH:12]=[C:11]([N:13]([S:20]([CH3:23])(=[O:22])=[O:21])[C:14]2[CH:19]=[CH:18][CH:17]=[CH:16][CH:15]=2)[CH:10]=[C:9]([C:55]#[C:54][C:52]([OH:56])([CH3:53])[CH3:51])[CH:8]=1)([CH3:4])([CH3:3])[CH3:2]. The yield is 0.750. (2) The reactants are [CH3:1][CH:2]([CH3:38])[CH:3]([NH2:37])[CH:4]1[CH:9]([O:10]CC2C=CC=CC=2)[CH:8]([O:18]CC2C=CC=CC=2)[CH:7]([O:26]CC2C=CC=CC=2)[CH:6]([CH2:34][CH:35]=[CH2:36])[O:5]1.Cl. The catalyst is C1COCC1.[Pd]. The product is [NH2:37][CH:3]([CH:4]1[CH:9]([OH:10])[CH:8]([OH:18])[CH:7]([OH:26])[CH:6]([CH2:34][CH2:35][CH3:36])[O:5]1)[CH:2]([CH3:38])[CH3:1]. The yield is 0.890. (3) The reactants are N[C:2]1[CH:11]=[CH:10][C:9]2[C:4](=[CH:5][C:6]([Br:12])=[CH:7][CH:8]=2)[CH:3]=1.N([O-])=O.[Na+].[Cl:17]CCl. The catalyst is O.Cl.[Cu]Cl. The product is [Br:12][C:6]1[CH:5]=[C:4]2[C:9]([CH:10]=[CH:11][CH:2]=[C:3]2[Cl:17])=[CH:8][CH:7]=1. The yield is 0.430. (4) The reactants are [Br:1][C:2]1[CH:3]=[N:4][C:5](Cl)=[N:6][CH:7]=1.[Cl:9][C:10]1[CH:15]=[C:14]([F:16])[C:13]([CH2:17][NH2:18])=[C:12]([F:19])[CH:11]=1. No catalyst specified. The product is [Br:1][C:2]1[CH:3]=[N:4][C:5]([NH:18][CH2:17][C:13]2[C:12]([F:19])=[CH:11][C:10]([Cl:9])=[CH:15][C:14]=2[F:16])=[N:6][CH:7]=1. The yield is 0.600.